From a dataset of Full USPTO retrosynthesis dataset with 1.9M reactions from patents (1976-2016). Predict the reactants needed to synthesize the given product. (1) Given the product [N+:12]([C:10]1[CH:11]=[C:2]2[C:3](=[CH:8][CH:9]=1)[C:4](=[O:5])[NH:18][CH2:1]2)([O-:14])=[O:13], predict the reactants needed to synthesize it. The reactants are: [CH3:1][C:2]1[CH:11]=[C:10]([N+:12]([O-:14])=[O:13])[CH:9]=[CH:8][C:3]=1[C:4](OC)=[O:5].CC(C)C#[N:18].BrN1C(=O)CCC1=O. (2) Given the product [CH2:20]([C:2]1[NH:1][C:9]2[C:4]([CH:3]=1)=[CH:5][CH:6]=[CH:7][CH:8]=2)[CH3:21].[NH:1]1[C:9]2[C:4](=[CH:5][CH:6]=[CH:7][C:8]=2[CH2:10][OH:11])[CH:3]=[CH:2]1, predict the reactants needed to synthesize it. The reactants are: [NH:1]1[C:9]2[C:4](=[CH:5][CH:6]=[CH:7][C:8]=2[C:10](OC)=[O:11])[CH:3]=[CH:2]1.[H-].[H-].[H-].[H-].[Li+].[Al+3].[CH2:20]1COC[CH2:21]1.